From a dataset of Peptide-MHC class I binding affinity with 185,985 pairs from IEDB/IMGT. Regression. Given a peptide amino acid sequence and an MHC pseudo amino acid sequence, predict their binding affinity value. This is MHC class I binding data. (1) The peptide sequence is SFWFFHPPY. The MHC is HLA-A02:11 with pseudo-sequence HLA-A02:11. The binding affinity (normalized) is 0.0847. (2) The peptide sequence is IEVKFHPIL. The binding affinity (normalized) is 0.0847. The MHC is HLA-B58:01 with pseudo-sequence HLA-B58:01. (3) The peptide sequence is GRIPVSDIF. The MHC is HLA-B18:01 with pseudo-sequence HLA-B18:01. The binding affinity (normalized) is 0.0847. (4) The peptide sequence is LAMDEFIQR. The MHC is HLA-A33:01 with pseudo-sequence YTAMYRNNVAHIDVDTLYIMYQDYTWAVLAYTWH. The binding affinity (normalized) is 0.327. (5) The peptide sequence is FLYDRIAST. The MHC is HLA-A02:06 with pseudo-sequence HLA-A02:06. The binding affinity (normalized) is 1.00.